Predict the product of the given reaction. From a dataset of Forward reaction prediction with 1.9M reactions from USPTO patents (1976-2016). (1) Given the reactants [C-:1]#[N:2].[Na+].[C:4]1([C:10]2[CH:11]=[C:12]([CH:15]=[CH:16][CH:17]=2)[CH2:13]Br)[CH:9]=[CH:8][CH:7]=[CH:6][CH:5]=1, predict the reaction product. The product is: [C:10]1([C:4]2[CH:9]=[CH:8][CH:7]=[CH:6][CH:5]=2)[CH:17]=[CH:16][CH:15]=[C:12]([CH2:13][C:1]#[N:2])[CH:11]=1. (2) Given the reactants [C:1]([O:9][CH:10]1[CH2:14][CH2:13][CH:12](O)[CH2:11]1)(=[O:8])[C:2]1[CH:7]=[CH:6][CH:5]=[CH:4][CH:3]=1.C1(P([N:30]=[N+:31]=[N-:32])(C2C=CC=CC=2)=O)C=CC=CC=1.N(C(OCC)=O)=NC(OCC)=O.C1(P(C2C=CC=CC=2)C2C=CC=CC=2)C=CC=CC=1, predict the reaction product. The product is: [C:1]([O:9][CH:10]1[CH2:14][CH2:13][CH:12]([N:30]=[N+:31]=[N-:32])[CH2:11]1)(=[O:8])[C:2]1[CH:7]=[CH:6][CH:5]=[CH:4][CH:3]=1. (3) Given the reactants [F:1][C:2]1[CH:3]=[C:4]([CH:16]=[CH:17][CH:18]=1)[CH2:5][C:6]1[O:10][N:9]=[C:8]([C:11]([O:13]CC)=[O:12])[CH:7]=1.C(O)C.[OH-].[Na+], predict the reaction product. The product is: [F:1][C:2]1[CH:3]=[C:4]([CH:16]=[CH:17][CH:18]=1)[CH2:5][C:6]1[O:10][N:9]=[C:8]([C:11]([OH:13])=[O:12])[CH:7]=1. (4) Given the reactants [O:1]1[CH2:6][CH2:5][CH2:4][O:3][CH:2]1[C:7]1[CH:12]=[CH:11][C:10]([C:13]2[S:14][C:15]3[C:20]([N:21]=2)=[CH:19][CH:18]=[C:17]([C:22]([CH:24]2[CH2:29][CH2:28][O:27][CH2:26][CH2:25]2)=O)[N:16]=3)=[C:9]([F:30])[CH:8]=1.[CH3:31][Si](C[Mg]Cl)(C)C.CC(C)([O-])C.[K+], predict the reaction product. The product is: [O:3]1[CH2:4][CH2:5][CH2:6][O:1][CH:2]1[C:7]1[CH:12]=[CH:11][C:10]([C:13]2[S:14][C:15]3[C:20]([N:21]=2)=[CH:19][CH:18]=[C:17]([C:22]([CH:24]2[CH2:25][CH2:26][O:27][CH2:28][CH2:29]2)=[CH2:31])[N:16]=3)=[C:9]([F:30])[CH:8]=1. (5) Given the reactants Br[C:2]1[CH:7]=[C:6]([CH3:8])[C:5]([C:9]([N:11]2[CH2:16][CH2:15][CH:14]([N:17]3[CH2:21][CH2:20][CH2:19][C@H:18]3[CH2:22][OH:23])[CH2:13][CH2:12]2)=[O:10])=[C:4]([CH3:24])[CH:3]=1.[F:25][C:26]([F:37])([F:36])[C:27]1[CH:32]=[CH:31][C:30](B(O)O)=[CH:29][CH:28]=1, predict the reaction product. The product is: [CH3:24][C:4]1[CH:3]=[C:2]([C:30]2[CH:31]=[CH:32][C:27]([C:26]([F:37])([F:36])[F:25])=[CH:28][CH:29]=2)[CH:7]=[C:6]([CH3:8])[C:5]=1[C:9]([N:11]1[CH2:16][CH2:15][CH:14]([N:17]2[CH2:21][CH2:20][CH2:19][C@H:18]2[CH2:22][OH:23])[CH2:13][CH2:12]1)=[O:10]. (6) Given the reactants [Cl:1][CH2:2][CH2:3][CH:4]([C:6]1[O:10][N:9]=[CH:8][CH:7]=1)[OH:5].[Cl:11][C:12]1[CH:19]=[CH:18][C:15]([C:16]#[N:17])=[C:14](O)[CH:13]=1, predict the reaction product. The product is: [Cl:11][C:12]1[CH:19]=[CH:18][C:15]([C:16]#[N:17])=[C:14]([O:5][CH:4]([C:6]2[O:10][N:9]=[CH:8][CH:7]=2)[CH2:3][CH2:2][Cl:1])[CH:13]=1. (7) Given the reactants [CH3:1][I:2].[Cl:3][C:4]1[CH:5]=[C:6]2[C:11](=[CH:12][CH:13]=1)[NH:10][C:9](=[S:14])[NH:8][CH:7]2[CH3:15], predict the reaction product. The product is: [IH:2].[Cl:3][C:4]1[CH:5]=[C:6]2[C:11](=[CH:12][CH:13]=1)[N:10]=[C:9]([S:14][CH3:1])[NH:8][CH:7]2[CH3:15]. (8) Given the reactants [Cl:1][C:2]1[CH:7]=[CH:6][C:5]([C:8]([C:10]2[CH:15]=[CH:14][C:13]([N+:16]([O-:18])=[O:17])=[C:12]([O:19][CH3:20])[CH:11]=2)=[O:9])=[CH:4][CH:3]=1.[CH2:21](O)[CH2:22][OH:23].CC1C=CC(S(O)(=O)=O)=CC=1, predict the reaction product. The product is: [Cl:1][C:2]1[CH:3]=[CH:4][C:5]([C:8]2([C:10]3[CH:15]=[CH:14][C:13]([N+:16]([O-:18])=[O:17])=[C:12]([O:19][CH3:20])[CH:11]=3)[O:23][CH2:22][CH2:21][O:9]2)=[CH:6][CH:7]=1.